This data is from Experimentally validated miRNA-target interactions with 360,000+ pairs, plus equal number of negative samples. The task is: Binary Classification. Given a miRNA mature sequence and a target amino acid sequence, predict their likelihood of interaction. (1) The miRNA is mmu-let-7c-5p with sequence UGAGGUAGUAGGUUGUAUGGUU. The protein sequence of the target gene is MNIRNARPEDLMNMQHCNLLCLPENYQMKYYFYHGLSWPQLSYIAEDENGKIVGYVLAKMEEDPDDVPHGHITSLAVKRSHRRLGLAQKLMDQASRAMIENFNAKYVSLHVRKSNRAALHLYSNTLNFQISEVEPKYYADGEDAYAMKRDLTQMADELRRHLELKEKGRHVVLGAIENKVESKGNSPPSSGEACREEKGLAAEDSGGDSKDLSEVSETTESTDVKDSSEASDSAS. Result: 0 (no interaction). (2) The miRNA is rno-miR-378a-5p with sequence CUCCUGACUCCAGGUCCUGUGU. The protein sequence of the target gene is MSASSSGGSPRFPSCGKNGVTSLTQKKVLRTPCGAPSVTVTKSHKRGMKGDTVNVRRSVRVKTKVPWMPPGKSSARHVGCKWENPPHCLEITPPSSEKLVSVMRLSDLSTEDDDSGHCKMNRYDKKIDSLMNAVGCLKSEVKMQKGERQMAKRFLEERKEELEEVAHELAETEHENTVLRHNIERIKEEKDFTMLQKKHLQQEKECLMSKLVEAEMDGAAAAKQVMALKDTIGKLKTEKQMTCTDINTLTRQKELLLQKLSTFEETNRTLRDLLREQHCKEDSERLMEQQGTLLKRLAEA.... Result: 0 (no interaction).